Predict the product of the given reaction. From a dataset of Forward reaction prediction with 1.9M reactions from USPTO patents (1976-2016). (1) The product is: [F:1][C:2]1[CH:7]=[CH:6][C:5]([C:8]2[CH:9]=[CH:10][CH:11]=[C:12]3[C:16]=2[N:15]([CH2:17][CH2:18][CH3:19])[N:14]=[C:13]3[C:20]2[CH:21]=[CH:22][C:23]([OH:26])=[CH:24][CH:25]=2)=[CH:4][CH:3]=1. Given the reactants [F:1][C:2]1[CH:7]=[CH:6][C:5]([C:8]2[CH:9]=[CH:10][CH:11]=[C:12]3[C:16]=2[N:15]([CH2:17][CH2:18][CH3:19])[N:14]=[C:13]3[C:20]2[CH:25]=[CH:24][C:23]([O:26]C)=[CH:22][CH:21]=2)=[CH:4][CH:3]=1.ClC1C=CC=C2C=1N(CCC)N=C2C1C=CC(OC)=CC=1.FC1C=CC([Mg]Br)=CC=1.Cl, predict the reaction product. (2) Given the reactants Br[C:2]1[C:3]([O:9][CH3:10])=[N:4][C:5]([Cl:8])=[CH:6][CH:7]=1.C(P(C(C)(C)C)C(C)(C)C)(C)(C)C.C1(C)C=CC=CC=1.[CH3:31][O:32]/[C:33](/[O:36][Si](C)(C)C)=[CH:34]\[CH3:35], predict the reaction product. The product is: [Cl:8][C:5]1[N:4]=[C:3]([O:9][CH3:10])[C:2]([CH:34]([CH3:35])[C:33]([O:32][CH3:31])=[O:36])=[CH:7][CH:6]=1. (3) Given the reactants [Cl:1][C:2]1[CH:3]=[C:4]([CH:9]=[CH:10][C:11]=1[O:12][CH3:13])[C:5]([O:7][CH3:8])=[O:6].[N+:14]([O-])([OH:16])=[O:15], predict the reaction product. The product is: [Cl:1][C:2]1[CH:3]=[C:4]([CH:9]=[C:10]([N+:14]([O-:16])=[O:15])[C:11]=1[O:12][CH3:13])[C:5]([O:7][CH3:8])=[O:6]. (4) Given the reactants Br[C:2]1[CH:7]=[CH:6][C:5]([C:8]2([C:11]([O:13][C:14]([CH3:17])([CH3:16])[CH3:15])=[O:12])[CH2:10][CH2:9]2)=[CH:4][CH:3]=1.[C@@H:18]1(N)[CH2:23][CH2:22]CC[C@H:19]1[NH2:24].C(=O)([O-])[O-:27].[K+].[K+].C1(C)C=CC=CC=1, predict the reaction product. The product is: [O:27]=[C:19]1[CH2:18][CH2:23][CH2:22][N:24]1[C:2]1[CH:7]=[CH:6][C:5]([C:8]2([C:11]([O:13][C:14]([CH3:17])([CH3:16])[CH3:15])=[O:12])[CH2:10][CH2:9]2)=[CH:4][CH:3]=1. (5) Given the reactants [Br:1][C:2]1[CH:3]=[CH:4][C:5]([F:17])=[C:6](/[C:8](=[N:10]/[S@@:11]([C:13]([CH3:16])([CH3:15])[CH3:14])=[O:12])/[CH3:9])[CH:7]=1.[Cl-].[C:19]([O:23][C:24](=[O:27])[CH2:25][Zn+])([CH3:22])([CH3:21])[CH3:20], predict the reaction product. The product is: [Br:1][C:2]1[CH:3]=[CH:4][C:5]([F:17])=[C:6]([C@:8]([NH:10][S@@:11]([C:13]([CH3:16])([CH3:15])[CH3:14])=[O:12])([CH3:9])[CH2:25][C:24]([O:23][C:19]([CH3:22])([CH3:21])[CH3:20])=[O:27])[CH:7]=1. (6) Given the reactants [Cl:1][C:2]1[C:3]([C:9]#[N:10])=[N:4][CH:5]=[C:6]([OH:8])[CH:7]=1.[F:11][CH2:12]OS(C1C=CC(C)=CC=1)(=O)=O, predict the reaction product. The product is: [Cl:1][C:2]1[C:3]([C:9]#[N:10])=[N:4][CH:5]=[C:6]([O:8][CH2:12][F:11])[CH:7]=1. (7) Given the reactants C(OC(=O)C)(=O)C.C(OC(=O)CC)(=O)CC.[C:17]([NH:21][C@H:22]([CH2:33][O:34][CH3:35])[C:23]([NH:25][CH2:26][C:27]1[CH:32]=[CH:31][CH:30]=[CH:29][CH:28]=1)=[O:24])(=[O:20])[CH2:18]C, predict the reaction product. The product is: [CH3:18][C:17]([NH:21][C@@H:22]([C:23]([NH:25][CH2:26][C:27]1[CH:28]=[CH:29][CH:30]=[CH:31][CH:32]=1)=[O:24])[CH2:33][O:34][CH3:35])=[O:20].